Dataset: Catalyst prediction with 721,799 reactions and 888 catalyst types from USPTO. Task: Predict which catalyst facilitates the given reaction. (1) Reactant: Cl[C:2]1[N:9]=[C:8]([C:10]2[CH:15]=[CH:14][CH:13]=[CH:12][CH:11]=2)[CH:7]=[C:6]([CH3:16])[C:3]=1[C:4]#[N:5].[CH3:17][O-:18].[Na+].O.Cl. Product: [CH3:17][O:18][C:2]1[N:9]=[C:8]([C:10]2[CH:15]=[CH:14][CH:13]=[CH:12][CH:11]=2)[CH:7]=[C:6]([CH3:16])[C:3]=1[C:4]#[N:5]. The catalyst class is: 57. (2) Product: [F:19][C:13]([F:18])([C:14]([F:15])([F:16])[F:17])[CH2:12][CH2:11][CH2:10][S:8]([CH2:7][CH2:6][CH2:5][CH2:4][CH:3]=[O:2])=[O:9]. Reactant: C[O:2][CH:3](OC)[CH2:4][CH2:5][CH2:6][CH2:7][S:8]([CH2:10][CH2:11][CH2:12][C:13]([F:19])([F:18])[C:14]([F:17])([F:16])[F:15])=[O:9].C(O)(C(F)(F)F)=O.O.CCCCCC. The catalyst class is: 789. (3) The catalyst class is: 146. Product: [CH3:1][O:2][C:3]1[CH:4]=[C:5]2[C:10](=[CH:11][C:12]=1[O:13][CH3:14])[N:9]=[CH:8][N:7]=[C:6]2[O:15][C:16]1[CH:22]=[CH:21][C:19]([NH:20][C:36]([NH:51][CH2:50][CH2:49][N:44]2[CH2:48][CH2:47][CH2:46][CH2:45]2)=[O:42])=[C:18]([O:23][CH3:24])[CH:17]=1. Reactant: [CH3:1][O:2][C:3]1[CH:4]=[C:5]2[C:10](=[CH:11][C:12]=1[O:13][CH3:14])[N:9]=[CH:8][N:7]=[C:6]2[O:15][C:16]1[CH:22]=[CH:21][C:19]([NH2:20])=[C:18]([O:23][CH3:24])[CH:17]=1.C(N(CC)CC)C.ClC(Cl)(O[C:36](=[O:42])OC(Cl)(Cl)Cl)Cl.[N:44]1([CH2:49][CH2:50][NH2:51])[CH2:48][CH2:47][CH2:46][CH2:45]1. (4) Reactant: [C:1]([C:3]1[CH:8]=[CH:7][C:6]([CH2:9][CH2:10][O:11][C:12]2[CH:13]=[C:14]([NH:18][S:19]([C:22]3[CH:27]=[CH:26][CH:25]=[CH:24][CH:23]=3)(=[O:21])=[O:20])[CH:15]=[CH:16][CH:17]=2)=[CH:5][CH:4]=1)#[N:2].C([O-])([O-])=O.[K+].[K+].Cl[CH2:35][CH2:36][OH:37].[Na+].[I-]. Product: [C:1]([C:3]1[CH:4]=[CH:5][C:6]([CH2:9][CH2:10][O:11][C:12]2[CH:13]=[C:14]([N:18]([CH2:35][CH2:36][OH:37])[S:19]([C:22]3[CH:27]=[CH:26][CH:25]=[CH:24][CH:23]=3)(=[O:21])=[O:20])[CH:15]=[CH:16][CH:17]=2)=[CH:7][CH:8]=1)#[N:2]. The catalyst class is: 3. (5) Reactant: [CH3:1][C:2]([CH3:5])([O-])[CH3:3].[K+].Br[C:8]1[CH:13]=[C:12]([C:14]([F:17])([F:16])[F:15])[C:11]([NH:18][C:19](=[O:25])[CH2:20][C:21]([CH3:24])([CH3:23])[CH3:22])=[C:10]([Cl:26])[CH:9]=1. Product: [Cl:26][C:10]1[CH:9]=[C:8]([N:18]2[CH2:19][CH2:20][C:5]3[C:2](=[CH:3][CH:11]=[C:12]([C:14]([F:17])([F:16])[F:15])[CH:13]=3)[CH2:1]2)[CH:13]=[C:12]([C:14]([F:17])([F:16])[F:15])[C:11]=1[NH:18][C:19](=[O:25])[CH2:20][C:21]([CH3:24])([CH3:23])[CH3:22]. The catalyst class is: 11. (6) Reactant: [C:1]([C:5]1[CH:10]=[CH:9][CH:8]=C[C:6]=1[NH:11][C:12]1[C:21]2[C:16](=[CH:17][C:18]([C:22]3[C:23]([CH3:28])=[N:24][O:25][C:26]=3[CH3:27])=[CH:19][CH:20]=2)[N:15]=[CH:14][C:13]=1[N+:29]([O-])=O)(C)(C)[CH3:2]. Product: [CH3:28][C:23]1[C:22]([C:18]2[CH:17]=[C:16]3[C:21]([C:12]([NH:11][CH2:6][C:5]4[CH:1]=[CH:2][CH:8]=[CH:9][CH:10]=4)=[C:13]([NH2:29])[CH:14]=[N:15]3)=[CH:20][CH:19]=2)=[C:26]([CH3:27])[O:25][N:24]=1. The catalyst class is: 353. (7) Reactant: CC([N:5]([C:9]([CH3:32])([CH3:31])[C:10]([NH:12][C:13]1[CH:14]=[N:15][C:16]([O:19][C:20]2[C:28]3[CH:27]([CH2:29][CH3:30])[O:26][CH2:25][C:24]=3[CH:23]=[CH:22][CH:21]=2)=[CH:17][CH:18]=1)=[O:11])C(=O)[O-])(C)C.C(O)(C(F)(F)F)=O. Product: [CH2:29]([CH:27]1[C:28]2[C:20]([O:19][C:16]3[N:15]=[CH:14][C:13]([NH:12][C:10](=[O:11])[C:9]([CH3:32])([CH3:31])[NH2:5])=[CH:18][CH:17]=3)=[CH:21][CH:22]=[CH:23][C:24]=2[CH2:25][O:26]1)[CH3:30]. The catalyst class is: 4.